This data is from Forward reaction prediction with 1.9M reactions from USPTO patents (1976-2016). The task is: Predict the product of the given reaction. (1) Given the reactants [CH3:1][O:2][C:3]1[CH:4]=[CH:5][C:6]2[N:11]=[CH:10][C:9](=[O:12])[NH:8][C:7]=2[N:13]=1.I[CH2:15][CH2:16][C@H:17]1[CH2:21][O:20][C:19]([CH3:23])([CH3:22])[O:18]1.C(=O)([O-])[O-].[Cs+].[Cs+].O, predict the reaction product. The product is: [CH3:22][C:19]1([CH3:23])[O:18][C@@H:17]([CH2:16][CH2:15][N:8]2[C:9](=[O:12])[CH:10]=[N:11][C:6]3[CH:5]=[CH:4][C:3]([O:2][CH3:1])=[N:13][C:7]2=3)[CH2:21][O:20]1. (2) Given the reactants [CH3:1][Si](C)(C)[N-][Si](C)(C)C.[Na+].[C:11]([O:15][C:16]([N:18]1[CH2:23][CH2:22][C:21](=O)[CH2:20][C@H:19]1[C:25]([O:27][CH2:28][C:29]1[CH:34]=[CH:33][CH:32]=[CH:31][CH:30]=1)=[O:26])=[O:17])([CH3:14])([CH3:13])[CH3:12].O, predict the reaction product. The product is: [C:11]([O:15][C:16]([N:18]1[CH2:23][CH2:22][C:21](=[CH2:1])[CH2:20][C@H:19]1[C:25]([O:27][CH2:28][C:29]1[CH:34]=[CH:33][CH:32]=[CH:31][CH:30]=1)=[O:26])=[O:17])([CH3:14])([CH3:13])[CH3:12]. (3) Given the reactants [CH3:1][N:2]1[CH2:7][CH2:6][N:5]([C:8]2[CH:9]=[C:10]([NH:14][C:15]3[N:20]=[C:19]([CH2:21][CH2:22][C:23]4[CH:28]=[CH:27][CH:26]=[CH:25][C:24]=4[CH2:29][C:30]([O:32]C)=[O:31])[C:18]([C:34]([F:37])([F:36])[F:35])=[CH:17][N:16]=3)[CH:11]=[CH:12][CH:13]=2)[CH2:4][CH2:3]1.O[Li].O.O.CO, predict the reaction product. The product is: [CH3:1][N:2]1[CH2:7][CH2:6][N:5]([C:8]2[CH:9]=[C:10]([NH:14][C:15]3[N:20]=[C:19]([CH2:21][CH2:22][C:23]4[CH:28]=[CH:27][CH:26]=[CH:25][C:24]=4[CH2:29][C:30]([OH:32])=[O:31])[C:18]([C:34]([F:36])([F:35])[F:37])=[CH:17][N:16]=3)[CH:11]=[CH:12][CH:13]=2)[CH2:4][CH2:3]1. (4) Given the reactants [Cl:1][C:2]1[CH:7]=[C:6]([Cl:8])[CH:5]=[CH:4][C:3]=1[C:9]([C:11]1[O:12][C:13]2[CH:20]=[C:19](B3OC(C)(C)C(C)(C)O3)[CH:18]=[CH:17][C:14]=2[C:15]=1[CH3:16])=[O:10].Br[C:31]1[N:36]=[C:35]([CH2:37][NH:38][C:39](=[O:41])[CH3:40])[CH:34]=[CH:33][CH:32]=1, predict the reaction product. The product is: [Cl:1][C:2]1[CH:7]=[C:6]([Cl:8])[CH:5]=[CH:4][C:3]=1[C:9]([C:11]1[O:12][C:13]2[CH:20]=[C:19]([C:31]3[N:36]=[C:35]([CH2:37][NH:38][C:39](=[O:41])[CH3:40])[CH:34]=[CH:33][CH:32]=3)[CH:18]=[CH:17][C:14]=2[C:15]=1[CH3:16])=[O:10]. (5) Given the reactants [CH3:1][CH:2]([O:4][C:5]1[CH:12]=[CH:11][C:10]([C:13]2[O:17][N:16]=[C:15]([C:18]3[C:28]4[O:27][CH2:26][CH2:25][NH:24][CH2:23][C:22]=4[CH:21]=[CH:20][CH:19]=3)[N:14]=2)=[CH:9][C:6]=1[C:7]#[N:8])[CH3:3].C(N(CC)C(C)C)(C)C.Br[CH2:39][CH2:40][CH2:41][CH2:42][C:43]([O:45][CH2:46][CH3:47])=[O:44], predict the reaction product. The product is: [C:7]([C:6]1[CH:9]=[C:10]([C:13]2[O:17][N:16]=[C:15]([C:18]3[C:28]4[O:27][CH2:26][CH2:25][N:24]([CH2:39][CH2:40][CH2:41][CH2:42][C:43]([O:45][CH2:46][CH3:47])=[O:44])[CH2:23][C:22]=4[CH:21]=[CH:20][CH:19]=3)[N:14]=2)[CH:11]=[CH:12][C:5]=1[O:4][CH:2]([CH3:1])[CH3:3])#[N:8]. (6) Given the reactants [CH:1]1([OH:5])[CH2:4][CH2:3][CH2:2]1.CN(C)C1C=CC=CC=1.ClC(Cl)(O[C:19](=[O:25])[O:20]C(Cl)(Cl)Cl)Cl.O[N:28]1[C:32](=[O:33])[CH2:31][CH2:30][C:29]1=[O:34], predict the reaction product. The product is: [C:19](=[O:25])([O:20][N:28]1[C:32](=[O:33])[CH2:31][CH2:30][C:29]1=[O:34])[O:5][CH:1]1[CH2:4][CH2:3][CH2:2]1. (7) Given the reactants [NH2:1][C:2]1[C:3](=[O:17])[NH:4][C:5](=[S:16])[N:6]([CH2:9][C:10]2[CH:15]=[CH:14][CH:13]=[CH:12][N:11]=2)[C:7]=1[NH2:8].[CH:18](O)=O, predict the reaction product. The product is: [N:11]1[CH:12]=[CH:13][CH:14]=[CH:15][C:10]=1[CH2:9][N:6]1[C:7]2[N:8]=[CH:18][NH:1][C:2]=2[C:3](=[O:17])[NH:4][C:5]1=[S:16]. (8) Given the reactants Cl.[N:2]1[CH:7]=[CH:6][CH:5]=[CH:4][C:3]=1[C:8]1[N:12]=[C:11]([C:13]2[CH:17]=[CH:16][O:15][N:14]=2)[NH:10][N:9]=1.[H-].[Na+].Br[CH2:21][C:22]1[CH:27]=[CH:26][CH:25]=[CH:24][C:23]=1[F:28].C(Cl)Cl.C[N:33](C=O)C, predict the reaction product. The product is: [F:28][C:23]1[CH:24]=[CH:25][CH:26]=[CH:27][C:22]=1[CH2:21][N:10]1[C:11]([C:13]2[CH:17]=[CH:16][O:15][N:14]=2)=[N:12][C:8]([C:3]2[CH:4]=[CH:5][CH:6]=[CH:7][N:2]=2)=[N:9]1.[F:28][C:23]1[CH:24]=[CH:25][CH:26]=[CH:27][C:22]=1[CH2:21][N:10]1[C:11]([C:13]2[CH:17]=[CH:16][O:15][N:14]=2)=[N:12][C:8]([C:3]2[N:2]=[CH:7][CH:6]=[CH:5][N:33]=2)=[N:9]1. (9) Given the reactants [F:1][C:2]1[C:11]2[O:10][CH2:9][C:8](=[O:12])[NH:7][C:6]=2[CH:5]=[C:4]([C:13](=[CH:16][C:17]2[CH:22]=[CH:21][C:20]([F:23])=[CH:19][CH:18]=2)[CH:14]=O)[CH:3]=1.[NH:24]1[CH2:28][CH2:27][NH:26][C:25]1=[S:29].C1COCC1.CCOC(C)=O, predict the reaction product. The product is: [F:1][C:2]1[C:11]2[O:10][CH2:9][C:8](=[O:12])[NH:7][C:6]=2[CH:5]=[C:4]([C:13]2[CH:16]([C:17]3[CH:22]=[CH:21][C:20]([F:23])=[CH:19][CH:18]=3)[S:29][C:25]3=[N:24][CH2:28][CH2:27][N:26]3[CH:14]=2)[CH:3]=1. (10) Given the reactants C1(P(=O)(C2C=CC=CC=2)C2C=CC=CC=2)C=CC=CC=1.FC(F)(F)S(OS(C(F)(F)F)(=O)=O)(=O)=O.C([S:43][C:44]([CH3:82])([CH2:59][NH:60][C:61]([C:63]1[NH:64][C:65]2[C:70]([CH:71]=1)=[CH:69][CH:68]=[CH:67][C:66]=2[N:72]([CH3:81])[S:73]([C:76]1[S:77][CH:78]=[CH:79][CH:80]=1)(=[O:75])=[O:74])=O)[CH2:45][N:46]1[CH2:51][CH2:50][N:49](C(OC(C)(C)C)=O)[CH2:48][CH2:47]1)C1C=CC=CC=1.C(=O)([O-])O.[Na+], predict the reaction product. The product is: [CH3:81][N:72]([C:66]1[CH:67]=[CH:68][CH:69]=[C:70]2[C:65]=1[NH:64][C:63]([C:61]1[S:43][C:44]([CH3:82])([CH2:45][N:46]3[CH2:51][CH2:50][NH:49][CH2:48][CH2:47]3)[CH2:59][N:60]=1)=[CH:71]2)[S:73]([C:76]1[S:77][CH:78]=[CH:79][CH:80]=1)(=[O:75])=[O:74].